Task: Predict the reactants needed to synthesize the given product.. Dataset: Full USPTO retrosynthesis dataset with 1.9M reactions from patents (1976-2016) (1) Given the product [F:29][C:2]1([F:1])[CH2:7][CH2:6][N:5]([C:8]([C:10]2[N:11]([C:35]3[CH:34]=[CH:33][CH:32]=[C:31]([F:30])[CH:36]=3)[C:12]3[C:17]([CH:18]=2)=[CH:16][C:15]([O:19][CH:20]2[CH2:25][CH2:24][N:23]([CH:26]([CH3:27])[CH3:28])[CH2:22][CH2:21]2)=[CH:14][CH:13]=3)=[O:9])[CH2:4][CH2:3]1, predict the reactants needed to synthesize it. The reactants are: [F:1][C:2]1([F:29])[CH2:7][CH2:6][N:5]([C:8]([C:10]2[NH:11][C:12]3[C:17]([CH:18]=2)=[CH:16][C:15]([O:19][CH:20]2[CH2:25][CH2:24][N:23]([CH:26]([CH3:28])[CH3:27])[CH2:22][CH2:21]2)=[CH:14][CH:13]=3)=[O:9])[CH2:4][CH2:3]1.[F:30][C:31]1[CH:32]=[C:33](B(O)O)[CH:34]=[CH:35][CH:36]=1. (2) The reactants are: C[N:2](CC1C=CC=CC=1)[CH2:3][C:4]#C.O=[C:14]1O[C@H:19]([C@H:21]([CH2:23][OH:24])[OH:22])[C:17](O)=[C:15]1O. Given the product [NH2:2][CH2:3][CH2:4][C:17]1[CH:15]=[CH:14][C:23]([OH:24])=[C:21]([OH:22])[CH:19]=1, predict the reactants needed to synthesize it. (3) Given the product [F:1][C:2]1[CH:10]=[CH:9][C:5]2[C:6](=[O:8])[N:13]=[C:12]([C:14]3[CH:19]=[C:18]([CH2:20][CH2:21][C:22]([O:24][C:25]([CH3:28])([CH3:27])[CH3:26])=[O:23])[CH:17]=[CH:16][N:15]=3)[S:11][C:4]=2[CH:3]=1, predict the reactants needed to synthesize it. The reactants are: [F:1][C:2]1[CH:3]=[C:4]([SH:11])[C:5](=[CH:9][CH:10]=1)[C:6]([OH:8])=O.[C:12]([C:14]1[CH:19]=[C:18]([CH2:20][CH2:21][C:22]([O:24][C:25]([CH3:28])([CH3:27])[CH3:26])=[O:23])[CH:17]=[CH:16][N:15]=1)#[N:13]. (4) Given the product [CH3:1][C:2]1([CH3:25])[C:15]2[C:10]3=[C:11]([C:16]4[CH:17]=[C:18]([C:35]5[CH:34]=[CH:33][C:32]6[N:31]([C:40]7[CH:45]=[CH:44][CH:43]=[CH:42][CH:41]=7)[C:30]7[C:38]([C:37]=6[CH:36]=5)=[CH:39][CH:27]=[CH:28][CH:29]=7)[CH:19]=[CH:20][C:21]=4[N:9]3[C:8]3[CH:7]=[CH:6][CH:5]=[CH:4][C:3]1=3)[CH:12]=[CH:13][CH:14]=2, predict the reactants needed to synthesize it. The reactants are: [CH3:1][C:2]1([CH3:25])[C:15]2[C:10]3=[C:11]([C:16]4[CH:17]=[C:18](B(O)O)[CH:19]=[CH:20][C:21]=4[N:9]3[C:8]3[CH:7]=[CH:6][CH:5]=[CH:4][C:3]1=3)[CH:12]=[CH:13][CH:14]=2.Br[C:27]1[CH:28]=[CH:29][C:30]2[N:31]([C:40]3[CH:45]=[CH:44][CH:43]=[CH:42][CH:41]=3)[C:32]3[C:37]([C:38]=2[CH:39]=1)=[CH:36][CH:35]=[CH:34][CH:33]=3.C(=O)([O-])[O-].[Na+].[Na+].C1(C)C=CC=CC=1P(C1C=CC=CC=1C)C1C=CC=CC=1C. (5) Given the product [CH3:1][C:2]1[CH:7]=[C:6](/[CH:8]=[CH:16]/[C:17]2[CH:22]=[CH:21][CH:20]=[CH:19][CH:18]=2)[CH:5]=[CH:4][N+:3]=1[O-:9], predict the reactants needed to synthesize it. The reactants are: [CH3:1][C:2]1[CH:7]=[C:6]([CH3:8])[CH:5]=[CH:4][N+:3]=1[O-:9].C([O-])(C)(C)C.[K+].[CH:16](=O)[C:17]1[CH:22]=[CH:21][CH:20]=[CH:19][CH:18]=1. (6) The reactants are: Cl[C:2]1[CH:7]=[C:6]([N:8]2[CH:12]=[N:11][C:10]([NH:13][C:14]3[CH:19]=[CH:18][CH:17]=[CH:16][CH:15]=3)=[N:9]2)[CH:5]=[CH:4][N:3]=1.[CH3:20][O:21][C:22]1[CH:29]=[CH:28][C:25]([CH2:26][NH2:27])=[CH:24][CH:23]=1. Given the product [CH3:20][O:21][C:22]1[CH:29]=[CH:28][C:25]([CH2:26][NH:27][C:2]2[CH:7]=[C:6]([N:8]3[CH:12]=[N:11][C:10]([NH:13][C:14]4[CH:19]=[CH:18][CH:17]=[CH:16][CH:15]=4)=[N:9]3)[CH:5]=[CH:4][N:3]=2)=[CH:24][CH:23]=1, predict the reactants needed to synthesize it. (7) The reactants are: [CH3:1][O:2][C:3]1[CH:8]=[CH:7][CH:6]=[CH:5][C:4]=1[C:9]1[CH:10]=[C:11]2[C:16](=[CH:17][CH:18]=1)[NH:15][C:14]([CH3:20])([CH3:19])[CH:13]=[C:12]2[CH2:21]SC1C=CC=CC=1.BrCC1[C:40]2[C:35](=[CH:36][CH:37]=[C:38](C3C=CC=CC=3OC)[CH:39]=2)[NH:34]C(C)(C)C=1.C(=O)([O-])[O-].[K+].[K+].C1(S)C=CC=CC=1. Given the product [CH3:1][O:2][C:3]1[CH:8]=[CH:7][CH:6]=[CH:5][C:4]=1[C:9]1[CH:10]=[C:11]2[C:16](=[CH:17][CH:18]=1)[NH:15][C:14]([CH3:20])([CH3:19])[CH:13]=[C:12]2[CH2:21][NH:34][C:35]1[CH:40]=[CH:39][CH:38]=[CH:37][CH:36]=1, predict the reactants needed to synthesize it. (8) Given the product [ClH:1].[CH2:18]([N:25]1[C:33]2[C:28](=[CH:29][C:30]([NH:34][C:2]3[C:11]4[C:6](=[CH:7][C:8]([C:12]5[O:13][C:14]([CH3:17])=[N:15][N:16]=5)=[CH:9][CH:10]=4)[N:5]=[CH:4][N:3]=3)=[CH:31][CH:32]=2)[CH:27]=[N:26]1)[C:19]1[CH:20]=[CH:21][CH:22]=[CH:23][CH:24]=1, predict the reactants needed to synthesize it. The reactants are: [Cl:1][C:2]1[C:11]2[C:6](=[CH:7][C:8]([C:12]3[O:13][C:14]([CH3:17])=[N:15][N:16]=3)=[CH:9][CH:10]=2)[N:5]=[CH:4][N:3]=1.[CH2:18]([N:25]1[C:33]2[C:28](=[CH:29][C:30]([NH2:34])=[CH:31][CH:32]=2)[CH:27]=[N:26]1)[C:19]1[CH:24]=[CH:23][CH:22]=[CH:21][CH:20]=1. (9) Given the product [CH3:1][O:2][C:3]([C:5]1[N:6]([CH2:25][C:26]2[CH:31]=[CH:30][CH:29]=[CH:28][CH:27]=2)[C:7](=[O:24])[C:8]2[C:13]([C:14]=1[C:36]1[CH:37]=[CH:38][C:33]([Cl:32])=[CH:34][CH:35]=1)=[CH:12][C:11]([Cl:23])=[CH:10][CH:9]=2)=[O:4], predict the reactants needed to synthesize it. The reactants are: [CH3:1][O:2][C:3]([C:5]1[N:6]([CH2:25][C:26]2[CH:31]=[CH:30][CH:29]=[CH:28][CH:27]=2)[C:7](=[O:24])[C:8]2[C:13]([C:14]=1OS(C(F)(F)F)(=O)=O)=[CH:12][C:11]([Cl:23])=[CH:10][CH:9]=2)=[O:4].[Cl:32][C:33]1[CH:38]=[CH:37][C:36](B(O)O)=[CH:35][CH:34]=1.